From a dataset of Reaction yield outcomes from USPTO patents with 853,638 reactions. Predict the reaction yield, written as a fraction of the theoretical maximum amount of product (1.0 means a 100% yield; for example, 0.34 means a 34% yield). The reactants are [OH:1][C:2]1[CH:7]=[CH:6][C:5]([C@@H:8]([NH:32]C(=O)OC(C)(C)C)[C:9](=[O:31])[NH:10][C:11]2[CH:12]=[C:13]3[C:29](=[O:30])[NH:28][N:27]=[CH:26][C:15]4=[C:16]([C:20]5[CH:25]=[CH:24][CH:23]=[CH:22][CH:21]=5)[NH:17][C:18]([CH:19]=2)=[C:14]34)=[CH:4][CH:3]=1.[ClH:40].C(N(CC)CC)C. The catalyst is O1CCOCC1. The product is [ClH:40].[NH2:32][C@H:8]([C:5]1[CH:4]=[CH:3][C:2]([OH:1])=[CH:7][CH:6]=1)[C:9]([NH:10][C:11]1[CH:12]=[C:13]2[C:29](=[O:30])[NH:28][N:27]=[CH:26][C:15]3=[C:16]([C:20]4[CH:25]=[CH:24][CH:23]=[CH:22][CH:21]=4)[NH:17][C:18]([CH:19]=1)=[C:14]23)=[O:31]. The yield is 0.600.